The task is: Regression. Given a target protein amino acid sequence and a drug SMILES string, predict the binding affinity score between them. We predict pIC50 (pIC50 = -log10(IC50 in M); higher means more potent). Dataset: bindingdb_ic50.. This data is from Drug-target binding data from BindingDB using IC50 measurements. (1) The small molecule is CCCOc1cc(C2(C)CNC(=O)O2)ccc1OC. The target protein sequence is QTNIEQEVSLDLILVEEYDSLIEKMSNWNFPIFELVEKMGEKSGRILSQVMYTLFQDTGLLEIFKIPTQQFMNYFRALENGYRDIPYHNRIHATDVLHAVWYLTTRPVPGLQQIHNGCGTGNETDSDGRINHGRIAYISSKSCSNPDESYGCLSSNIPALELMALYVAAAMHDYDHPGRTNAFLVATNAPQAVLYNDRSVLENHHAASAWNLYLSRPEYNFLLHLDHVEFKRFRFLVIEAILATDLKKHFDFLAEFNAKANDVNSNGIEWSNENDRLLVCQVCIKLADINGPAKVRDLHLKWTEGIVNEFYEQGDEEANLGLPISPFMDRSSPQLAKLQESFITHIVGPLCNSYDAAGLLPGQWLEAEEDNDTESGDDEDGEELDTEDEEMENNLNPKPPRRKSRRRIFCQLMHHLTENHKIWKEIVEEEEKCKA. The pIC50 is 3.7. (2) The compound is CC(=C\c1coc2cc3c(cc2c1=O)C(C)(C)CCC3(C)C)/C=C(\C)C(=O)O. The target protein (P10276) has sequence MASNSSSCPTPGGGHLNGYPVPPYAFFFPPMLGGLSPPGALTTLQHQLPVSGYSTPSPATIETQSSSSEEIVPSPPSPPPLPRIYKPCFVCQDKSSGYHYGVSACEGCKGFFRRSIQKNMVYTCHRDKNCIINKVTRNRCQYCRLQKCFEVGMSKESVRNDRNKKKKEVPKPECSESYTLTPEVGELIEKVRKAHQETFPALCQLGKYTTNNSSEQRVSLDIDLWDKFSELSTKCIIKTVEFAKQLPGFTTLTIADQITLLKAACLDILILRICTRYTPEQDTMTFSDGLTLNRTQMHNAGFGPLTDLVFAFANQLLPLEMDDAETGLLSAICLICGDRQDLEQPDRVDMLQEPLLEALKVYVRKRRPSRPHMFPKMLMKITDLRSISAKGAERVITLKMEIPGSMPPLIQEMLENSEGLDTLSGQPGGGGRDGGGLAPPPGSCSPSLSPSSNRSSPATHSP. The pIC50 is 7.8. (3) The small molecule is O=c1c(-c2ccc(O)cc2)coc2cc(O[C@@H]3O[C@H](CO)[C@@H](O)[C@H](O)[C@H]3O)ccc12. The target protein (O94788) has sequence MTSSKIEMPGEVKADPAALMASLHLLPSPTPNLEIKYTKIFINNEWQNSESGRVFPVYNPATGEQVCEVQEADKADIDKAVQAARLAFSLGSVWRRMDASERGRLLDKLADLVERDRAVLATMESLNGGKPFLQAFYVDLQGVIKTFRYYAGWADKIHGMTIPVDGDYFTFTRHEPIGVCGQIIPWNFPLLMFAWKIAPALCCGNTVVIKPAEQTPLSALYMGALIKEAGFPPGVINILPGYGPTAGAAIASHIGIDKIAFTGSTEVGKLIQEAAGRSNLKRVTLELGGKSPNIIFADADLDYAVEQAHQGVFFNQGQCCTAGSRIFVEESIYEEFVRRSVERAKRRVVGSPFDPTTEQGPQIDKKQYNKILELIQSGVAEGAKLECGGKGLGRKGFFIEPTVFSNVTDDMRIAKEEIFGPVQEILRFKTMDEVIERANNSDFGLVAAVFTNDINKALTVSSAMQAGTVWINCYNALNAQSPFGGFKMSGNGREMGEFGL.... The pIC50 is 5.3.